This data is from Reaction yield outcomes from USPTO patents with 853,638 reactions. The task is: Predict the reaction yield, written as a fraction of the theoretical maximum amount of product (1.0 means a 100% yield; for example, 0.34 means a 34% yield). (1) The reactants are [OH:1][C:2]1[CH:7]=[CH:6][C:5]([C:8]2[CH:13]=[CH:12][C:11]([C:14]([O:16]CC=C)=[O:15])=[CH:10][CH:9]=2)=[CH:4][CH:3]=1.Br[CH2:21][C:22]1[C:27]([C:28]([O:30][C:31]([CH3:34])([CH3:33])[CH3:32])=[O:29])=[C:26]([O:35]C(OC(C)(C)C)=O)[C:25]([C:43]([F:46])([F:45])[F:44])=[CH:24][CH:23]=1. No catalyst specified. The product is [C:31]([O:30][C:28]([C:27]1[C:26]([OH:35])=[C:25]([C:43]([F:44])([F:45])[F:46])[CH:24]=[CH:23][C:22]=1[CH2:21][O:1][C:2]1[CH:3]=[CH:4][C:5]([C:8]2[CH:9]=[CH:10][C:11]([C:14]([OH:16])=[O:15])=[CH:12][CH:13]=2)=[CH:6][CH:7]=1)=[O:29])([CH3:34])([CH3:32])[CH3:33]. The yield is 0.800. (2) The reactants are FC(F)(F)S(O[C:7]1[CH:12]=[CH:11][C:10]([N:13]2[C:18]3=[N:19][C:20]4[C:25]([Cl:26])=[CH:24][CH:23]=[C:22]([CH:27]([O:32][CH:33]([F:35])[F:34])[C:28]([F:31])([F:30])[F:29])[C:21]=4[N:17]3[CH2:16][CH2:15][CH2:14]2)=[C:9]([CH3:36])[N:8]=1)(=O)=O.[CH3:39][NH:40][CH3:41]. No catalyst specified. The product is [Cl:26][C:25]1[C:20]2[N:19]=[C:18]3[N:13]([C:10]4[CH:11]=[CH:12][C:7]([N:40]([CH3:41])[CH3:39])=[N:8][C:9]=4[CH3:36])[CH2:14][CH2:15][CH2:16][N:17]3[C:21]=2[C:22]([CH:27]([O:32][CH:33]([F:34])[F:35])[C:28]([F:29])([F:30])[F:31])=[CH:23][CH:24]=1. The yield is 0.670. (3) The reactants are [H-].[Na+].[CH2:3]([O:6][CH2:7][CH2:8][OH:9])[CH:4]=[CH2:5].[CH2:10](Br)[CH:11]=[CH2:12]. No catalyst specified. The product is [CH2:3]([O:6][CH2:7][CH2:8][O:9][CH2:12][CH:11]=[CH2:10])[CH:4]=[CH2:5]. The yield is 0.830. (4) The reactants are [N:1]([CH2:4][CH2:5][NH:6][C:7](=[O:21])[CH2:8][CH2:9][CH2:10][CH2:11][CH2:12][CH2:13][CH2:14][CH2:15]CCCCC)=[N+:2]=[N-:3].N([CH2:25][CH2:26]N)=[N+]=[N-].C(N(CC)CC)C. The catalyst is ClCCl. The product is [N:1]([CH2:4][CH2:5][NH:6][C:7](=[O:21])[C:8]1[CH:9]=[CH:10][C:11]([CH2:12][CH2:13][CH2:14][CH3:15])=[CH:26][CH:25]=1)=[N+:2]=[N-:3]. The yield is 0.750. (5) The reactants are [C:1]([O:5][C:6]([N:8]1[CH2:12][CH2:11][CH:10]([CH2:13][CH2:14][C:15]2[CH:20]=[CH:19][C:18]([NH2:21])=[CH:17][CH:16]=2)[CH2:9]1)=[O:7])([CH3:4])([CH3:3])[CH3:2].C(N(CC)CC)C.Cl[C:30](Cl)([O:32]C(=O)OC(Cl)(Cl)Cl)Cl.[NH2:41][C:42]1[CH:47]=[CH:46][C:45]([Cl:48])=[CH:44][N:43]=1. The catalyst is ClC(Cl)C. The product is [C:1]([O:5][C:6]([N:8]1[CH2:12][CH2:11][CH:10]([CH2:13][CH2:14][C:15]2[CH:20]=[CH:19][C:18]([NH:21][C:30]([NH:41][C:42]3[CH:47]=[CH:46][C:45]([Cl:48])=[CH:44][N:43]=3)=[O:32])=[CH:17][CH:16]=2)[CH2:9]1)=[O:7])([CH3:4])([CH3:2])[CH3:3]. The yield is 0.580.